Task: Predict the product of the given reaction.. Dataset: Forward reaction prediction with 1.9M reactions from USPTO patents (1976-2016) (1) Given the reactants Cl.[Br:2][C:3]1[CH:4]=[C:5]([Cl:11])[C:6]([CH2:9][NH2:10])=[N:7][CH:8]=1.CCN(CC)CC.[C:19]1(=O)[O:24][C:22](=[O:23])[C:21]2=[CH:25][CH:26]=[CH:27][CH:28]=[C:20]12, predict the reaction product. The product is: [Br:2][C:3]1[CH:4]=[C:5]([Cl:11])[C:6]([CH2:9][N:10]2[C:22](=[O:23])[C:21]3[C:20](=[CH:28][CH:27]=[CH:26][CH:25]=3)[C:19]2=[O:24])=[N:7][CH:8]=1. (2) Given the reactants [H-].[H-].[H-].[H-].[Li+].[Al+3].[CH2:7]([C:9]1[C:13]([C:14](OCC)=[O:15])=[C:12]([CH2:19][CH3:20])[O:11][N:10]=1)[CH3:8], predict the reaction product. The product is: [CH2:7]([C:9]1[C:13]([CH2:14][OH:15])=[C:12]([CH2:19][CH3:20])[O:11][N:10]=1)[CH3:8]. (3) Given the reactants [F:1][C:2]1[CH:7]=[C:6]([F:8])[C:5]([F:9])=[CH:4][C:3]=1[C:10]1[CH2:15][CH2:14][N:13]([C:16]([O:18][C:19]([CH3:22])([CH3:21])[CH3:20])=[O:17])[CH2:12][C:11]=1[C:23]([O:25]CC)=[O:24].[Mg].[Cl-].[NH4+], predict the reaction product. The product is: [C:19]([O:18][C:16]([N:13]1[CH2:14][CH2:15][C@H:10]([C:3]2[CH:4]=[C:5]([F:9])[C:6]([F:8])=[CH:7][C:2]=2[F:1])[C@@H:11]([C:23]([OH:25])=[O:24])[CH2:12]1)=[O:17])([CH3:22])([CH3:20])[CH3:21]. (4) Given the reactants Br[C:2]1[N:6]2[CH:7]=[CH:8][C:9]([C:11]([OH:14])([CH3:13])[CH3:12])=[N:10][C:5]2=[N:4][CH:3]=1.[F:15][C:16]1[CH:21]=[CH:20][C:19](B2OC(C)(C)C(C)(C)O2)=[CH:18][C:17]=1[C:31]1[C:32]([C:37]#[N:38])=[CH:33][CH:34]=[CH:35][CH:36]=1, predict the reaction product. The product is: [F:15][C:16]1[CH:21]=[CH:20][C:19]([C:2]2[N:6]3[CH:7]=[CH:8][C:9]([C:11]([OH:14])([CH3:13])[CH3:12])=[N:10][C:5]3=[N:4][CH:3]=2)=[CH:18][C:17]=1[C:31]1[C:32]([C:37]#[N:38])=[CH:33][CH:34]=[CH:35][CH:36]=1. (5) Given the reactants [Cl:1][C:2]1[N:3]=[N:4][C:5](Cl)=[CH:6][CH:7]=1.[CH3:9][NH:10][NH2:11], predict the reaction product. The product is: [Cl:1][C:2]1[N:3]=[N:4][C:5]([N:10]([CH3:9])[NH2:11])=[CH:6][CH:7]=1.